This data is from Full USPTO retrosynthesis dataset with 1.9M reactions from patents (1976-2016). The task is: Predict the reactants needed to synthesize the given product. (1) Given the product [NH2:28][CH:8]1[C:9]2[C:14]([CH3:15])=[N:13][C:12]([N:16]([CH2:26][CH3:27])[C:17]3[C:22]([CH3:23])=[CH:21][C:20]([CH3:24])=[CH:19][C:18]=3[CH3:25])=[N:11][C:10]=2[N:6]([CH:3]([CH2:4][CH3:5])[CH2:1][CH3:2])[C:7]1=[O:30], predict the reactants needed to synthesize it. The reactants are: [CH2:1]([CH:3]([N:6]1[C:10]2[N:11]=[C:12]([N:16]([CH2:26][CH3:27])[C:17]3[C:22]([CH3:23])=[CH:21][C:20]([CH3:24])=[CH:19][C:18]=3[CH3:25])[N:13]=[C:14]([CH3:15])[C:9]=2[C:8](=[N:28]O)[C:7]1=[O:30])[CH2:4][CH3:5])[CH3:2]. (2) Given the product [C:23]([C:2]1[CH:3]=[C:4]2[C:8](=[CH:9][CH:10]=1)[CH2:7][N:6]([C:11]([O:13][C:14]([CH3:17])([CH3:16])[CH3:15])=[O:12])[CH2:5]2)#[N:24], predict the reactants needed to synthesize it. The reactants are: I[C:2]1[CH:3]=[C:4]2[C:8](=[CH:9][CH:10]=1)[CH2:7][N:6]([C:11]([O:13][C:14]([CH3:17])([CH3:16])[CH3:15])=[O:12])[CH2:5]2.IC1C=C2C(=CC=1)[NH:24][CH:23]=C2.